Dataset: Forward reaction prediction with 1.9M reactions from USPTO patents (1976-2016). Task: Predict the product of the given reaction. (1) Given the reactants [CH3:1][CH:2]([O:4][C:5]1[CH:6]=[CH:7][C:8]([CH3:12])=[N+:9]([O-])[CH:10]=1)[CH3:3].CO.[C:15]([O:18]C(=O)C)(=[O:17])[CH3:16], predict the reaction product. The product is: [C:15]([O:18][CH2:12][C:8]1[CH:7]=[CH:6][C:5]([O:4][CH:2]([CH3:3])[CH3:1])=[CH:10][N:9]=1)(=[O:17])[CH3:16]. (2) Given the reactants [Cl-].[Na+].O[CH2:4][C:5]([C@H:7]([C@@H:9]([C@@H:11]([CH2:13][OH:14])O)[OH:10])O)=[O:6].[CH2:15](N(CC(O)=O)CC(O)=O)COCCOCCN(CC(O)=O)CC(O)=O.[Cl-].[K+].O.O.[Cl-].[Ca+2].[Cl-].CCOC([C@@H](N[C:62]([C:64]1[CH:69]=[CH:68][CH:67]=[CH:66][CH:65]=1)=O)CCCN=C(N)N)=O.NC[C:72](=O)[CH2:73][CH2:74][C:75]([OH:77])=[O:76].C[CH2:80][CH2:81][CH:82]([C:84]1(CC)C(=O)[N-]C(=O)N[C:85]1=O)[CH3:83].[Na+], predict the reaction product. The product is: [CH3:72][CH2:73][C@@H:74]([C:75]([O:77][C@@H:68]1[C@@H:67]2[C@@H:84]([CH2:85][CH2:4][C@H:5]3[O:6][C:13](=[O:14])[CH2:11][C@H:9]([OH:10])[CH2:7]3)[C@@H:82]([CH3:83])[CH:81]=[CH:80][C:66]2=[CH:65][C@H:64]([CH3:62])[CH2:69]1)=[O:76])[CH3:15]. (3) The product is: [Cl:1][C:2]1[CH:3]=[CH:4][C:5]([C:6]([N:45]([C@@H:46]([CH2:53][CH2:54][CH3:55])[CH2:47][N:48]2[CH2:51][CH:50]([OH:52])[CH2:49]2)[CH:42]([CH3:44])[CH3:43])=[O:8])=[CH:9][CH:10]=1. Given the reactants [Cl:1][C:2]1[CH:10]=[CH:9][C:5]([C:6]([OH:8])=O)=[CH:4][CH:3]=1.CN(C(ON1N=NC2C=CC=CC1=2)=[N+](C)C)C.[B-](F)(F)(F)F.C(N(C(C)C)C(C)C)C.[CH:42]([NH:45][C@@H:46]([CH2:53][CH2:54][CH3:55])[CH2:47][N:48]1[CH2:51][CH:50]([OH:52])[CH2:49]1)([CH3:44])[CH3:43], predict the reaction product. (4) Given the reactants [H-].[H-].[H-].[H-].[Li+].[Al+3].[Cl:7][C:8]1[CH:9]=[C:10](/[CH:15]=[CH:16]/[C:17]([N:19]2[CH2:25][CH2:24][C:23](=[O:26])[N:22]([CH2:27][C:28](N(OC)C)=[O:29])[CH2:21][CH2:20]2)=[O:18])[CH:11]=[CH:12][C:13]=1[Cl:14].CC(C)=O.C(O)(=O)C.OS([O-])(=O)=O.[K+], predict the reaction product. The product is: [Cl:7][C:8]1[CH:9]=[C:10](/[CH:15]=[CH:16]/[C:17]([N:19]2[CH2:25][CH2:24][C:23](=[O:26])[N:22]([CH2:27][CH:28]=[O:29])[CH2:21][CH2:20]2)=[O:18])[CH:11]=[CH:12][C:13]=1[Cl:14]. (5) Given the reactants Br[C:2]1[CH:3]=[C:4]([CH:25]=[CH:26][N:27]=1)[C:5]([NH:7][C:8]1[S:9][C:10]2[C:16]([N:17]3[CH2:22][CH2:21][O:20][CH2:19][CH2:18]3)=[CH:15][CH:14]=[C:13]([O:23][CH3:24])[C:11]=2[N:12]=1)=[O:6].C(=O)([O-])[O-].[Cs+].[Cs+].Cl.[C@H:35]12[CH2:41][C@H:38]([O:39][CH2:40]1)[CH2:37][NH:36]2, predict the reaction product. The product is: [CH3:24][O:23][C:13]1[C:11]2[N:12]=[C:8]([NH:7][C:5](=[O:6])[C:4]3[CH:25]=[CH:26][N:27]=[C:2]([N:36]4[CH2:37][C@@H:38]5[CH2:41][C@H:35]4[CH2:40][O:39]5)[CH:3]=3)[S:9][C:10]=2[C:16]([N:17]2[CH2:22][CH2:21][O:20][CH2:19][CH2:18]2)=[CH:15][CH:14]=1.